From a dataset of Catalyst prediction with 721,799 reactions and 888 catalyst types from USPTO. Predict which catalyst facilitates the given reaction. (1) Reactant: [NH2:1][C:2]1[CH:10]=[C:9]([O:11][CH3:12])[CH:8]=[C:7]([O:13][CH3:14])[C:3]=1[C:4]([NH2:6])=[O:5].C([Si](C)(C)[O:20][CH2:21][CH2:22][O:23][C:24]1[CH:25]=[CH:26][C:27]([CH:40]=O)=[N:28][C:29]=1[C:30]1[CH:35]=[CH:34][CH:33]=[CH:32][C:31]=1[S:36]([CH3:39])(=[O:38])=[O:37])(C)(C)C.OS([O-])=O.[Na+].O.C1(C)C=CC(S(O)(=O)=O)=CC=1. Product: [OH:20][CH2:21][CH2:22][O:23][C:24]1[CH:25]=[CH:26][C:27]([C:40]2[NH:6][C:4](=[O:5])[C:3]3[C:2](=[CH:10][C:9]([O:11][CH3:12])=[CH:8][C:7]=3[O:13][CH3:14])[N:1]=2)=[N:28][C:29]=1[C:30]1[CH:35]=[CH:34][CH:33]=[CH:32][C:31]=1[S:36]([CH3:39])(=[O:38])=[O:37]. The catalyst class is: 80. (2) The catalyst class is: 82. Product: [O:1]1[C:5]2[CH:6]=[CH:7][CH:8]=[CH:9][C:4]=2[C:3]([C:10]([OH:12])=[O:11])=[N:2]1. Reactant: [O:1]1[C:5]2[CH:6]=[CH:7][CH:8]=[CH:9][C:4]=2[C:3]([C:10]([O:12]CC)=[O:11])=[N:2]1. (3) Reactant: [CH2:1]([O:8][C:9](=[O:15])[CH:10]([OH:14])[CH:11]([CH3:13])[CH3:12])[C:2]1[CH:7]=[CH:6][CH:5]=[CH:4][CH:3]=1.N1C(C)=CC=CC=1C.[S:24](O[S:24]([C:27]([F:30])([F:29])[F:28])(=[O:26])=[O:25])([C:27]([F:30])([F:29])[F:28])(=[O:26])=[O:25].Cl. Product: [CH2:1]([O:8][C:9](=[O:15])[CH:10]([O:14][S:24]([C:27]([F:30])([F:29])[F:28])(=[O:26])=[O:25])[CH:11]([CH3:13])[CH3:12])[C:2]1[CH:7]=[CH:6][CH:5]=[CH:4][CH:3]=1. The catalyst class is: 6. (4) Reactant: Cl[C:2]1[CH:3]=[CH:4][C:5]2[N:6]([C:8]([C:11]3[CH:16]=[CH:15][N:14]=[CH:13][CH:12]=3)=[CH:9][N:10]=2)[N:7]=1.N12CCCN=C1CCCCC2.[C:28]([CH:32]1[CH2:37][CH2:36][CH:35]([NH2:38])[CH2:34][CH2:33]1)([CH3:31])([CH3:30])[CH3:29].O. Product: [C:28]([CH:32]1[CH2:33][CH2:34][CH:35]([NH:38][C:2]2[CH:3]=[CH:4][C:5]3[N:6]([C:8]([C:11]4[CH:16]=[CH:15][N:14]=[CH:13][CH:12]=4)=[CH:9][N:10]=3)[N:7]=2)[CH2:36][CH2:37]1)([CH3:31])([CH3:29])[CH3:30]. The catalyst class is: 60.